Dataset: Catalyst prediction with 721,799 reactions and 888 catalyst types from USPTO. Task: Predict which catalyst facilitates the given reaction. (1) Reactant: CC1(C)[O:6][C@@H:5]([CH2:7][CH2:8][NH:9][C:10]([CH:12]2[CH:16]([C:17]3[CH:22]=[CH:21][CH:20]=[C:19]([Cl:23])[C:18]=3[F:24])[C:15]([C:27]3[N:32]=[CH:31][C:30]([Br:33])=[CH:29][N:28]=3)([C:25]#[N:26])[CH:14]([CH2:34][C:35]([CH3:38])([CH3:37])[CH3:36])[NH:13]2)=[O:11])[CH2:4][O:3]1.Cl. Product: [OH:6][C@H:5]([CH2:4][OH:3])[CH2:7][CH2:8][NH:9][C:10]([CH:12]1[CH:16]([C:17]2[CH:22]=[CH:21][CH:20]=[C:19]([Cl:23])[C:18]=2[F:24])[C:15]([C:27]2[N:32]=[CH:31][C:30]([Br:33])=[CH:29][N:28]=2)([C:25]#[N:26])[CH:14]([CH2:34][C:35]([CH3:36])([CH3:38])[CH3:37])[NH:13]1)=[O:11]. The catalyst class is: 7. (2) Reactant: [CH3:1][C:2]1[CH:6]=[C:5]([CH3:7])[N:4]([C:8]2[CH:14]=[CH:13][C:11]([NH2:12])=[CH:10][C:9]=2[O:15][CH3:16])[N:3]=1.CI.[C:19](=O)([O-])[O-].[K+].[K+].O. Product: [CH3:1][C:2]1[CH:6]=[C:5]([CH3:7])[N:4]([C:8]2[CH:14]=[CH:13][C:11]([NH:12][CH3:19])=[CH:10][C:9]=2[O:15][CH3:16])[N:3]=1. The catalyst class is: 9.